Dataset: Reaction yield outcomes from USPTO patents with 853,638 reactions. Task: Predict the reaction yield, written as a fraction of the theoretical maximum amount of product (1.0 means a 100% yield; for example, 0.34 means a 34% yield). (1) The reactants are CC1(C)[O:6][C@@H:5]([CH2:7][CH2:8][NH:9][C:10]([CH:12]2[N:20]3[CH:15]([CH2:16][C:17]([CH3:22])([CH3:21])[CH2:18][CH2:19]3)[C:14]([C:25]3[CH:30]=[CH:29][C:28]([Cl:31])=[CH:27][C:26]=3[F:32])([C:23]#[N:24])[CH:13]2[C:33]2[CH:38]=[CH:37][CH:36]=[C:35]([Cl:39])[C:34]=2[F:40])=[O:11])[CH2:4][O:3]1.Cl. The catalyst is O1CCCC1. The product is [OH:6][C@H:5]([CH2:4][OH:3])[CH2:7][CH2:8][NH:9][C:10]([CH:12]1[N:20]2[CH:15]([CH2:16][C:17]([CH3:21])([CH3:22])[CH2:18][CH2:19]2)[C:14]([C:25]2[CH:30]=[CH:29][C:28]([Cl:31])=[CH:27][C:26]=2[F:32])([C:23]#[N:24])[CH:13]1[C:33]1[CH:38]=[CH:37][CH:36]=[C:35]([Cl:39])[C:34]=1[F:40])=[O:11]. The yield is 0.820. (2) The reactants are C([O:4][CH:5]([CH2:21][CH2:22][S:23]([CH3:25])=[O:24])[C:6]([NH:8][CH2:9][CH2:10][CH2:11][CH2:12][CH2:13][CH2:14][CH2:15][CH2:16][CH2:17][CH2:18][CH2:19][CH3:20])=[O:7])(=O)C.[OH-].[Na+]. The catalyst is CO.ClCCl. The product is [CH2:9]([NH:8][C:6](=[O:7])[CH:5]([OH:4])[CH2:21][CH2:22][S:23]([CH3:25])=[O:24])[CH2:10][CH2:11][CH2:12][CH2:13][CH2:14][CH2:15][CH2:16][CH2:17][CH2:18][CH2:19][CH3:20]. The yield is 0.800.